This data is from Forward reaction prediction with 1.9M reactions from USPTO patents (1976-2016). The task is: Predict the product of the given reaction. (1) Given the reactants Br[C:2]1[CH:3]=[C:4]2[C:8](=[CH:9][CH:10]=1)[NH:7][N:6]=[C:5]2[C:11]([NH:13][CH3:14])=[O:12].CN1C[CH2:20][O:19][CH2:18]C1.C[OH:23], predict the reaction product. The product is: [CH3:14][NH:13][C:11]([C:5]1[C:4]2[C:8](=[CH:9][CH:10]=[C:2]([C:18]([O:19][CH3:20])=[O:23])[CH:3]=2)[NH:7][N:6]=1)=[O:12]. (2) Given the reactants [CH3:1][O:2][C:3](=[O:15])[C:4]1[CH:9]=[C:8]([S:10](Cl)(=[O:12])=[O:11])[CH:7]=[CH:6][C:5]=1[CH3:14].[Br:16][C:17]1[CH:25]=[CH:24][C:20]([CH2:21][CH2:22][NH2:23])=[CH:19][CH:18]=1.N1C=CC=CC=1, predict the reaction product. The product is: [CH3:1][O:2][C:3](=[O:15])[C:4]1[CH:9]=[C:8]([S:10](=[O:12])(=[O:11])[NH:23][CH2:22][CH2:21][C:20]2[CH:24]=[CH:25][C:17]([Br:16])=[CH:18][CH:19]=2)[CH:7]=[CH:6][C:5]=1[CH3:14]. (3) Given the reactants [CH2:1]([N:8]1[C:16]2[C:11](=[CH:12][C:13]([Cl:17])=[CH:14][CH:15]=2)[CH:10]=[C:9]1[CH:18](O)[CH:19]([CH3:21])[CH3:20])[C:2]1[CH:7]=[CH:6][CH:5]=[CH:4][CH:3]=1.C1C=CC(P(C2C=CC=CC=2)C2C=CC=CC=2)=CC=1.[C:42]1(=[O:52])[NH:46][C:45](=[O:47])[C:44]2=[CH:48][CH:49]=[CH:50][CH:51]=[C:43]12.CC(OC(/N=N/C(OC(C)C)=O)=O)C, predict the reaction product. The product is: [CH2:1]([N:8]1[C:16]2[C:11](=[CH:12][C:13]([Cl:17])=[CH:14][CH:15]=2)[CH:10]=[C:9]1[CH:18]([N:46]1[C:42](=[O:52])[C:43]2[C:44](=[CH:48][CH:49]=[CH:50][CH:51]=2)[C:45]1=[O:47])[CH:19]([CH3:21])[CH3:20])[C:2]1[CH:3]=[CH:4][CH:5]=[CH:6][CH:7]=1. (4) Given the reactants [N:1]([CH2:4][CH:5]1[CH2:9][C:8]2[CH:10]=[CH:11][CH:12]=[C:13]([C:14]3[CH:19]=[CH:18][C:17]([C:20]([F:23])([F:22])[F:21])=[CH:16][CH:15]=3)[C:7]=2[O:6]1)=[N+]=[N-], predict the reaction product. The product is: [F:22][C:20]([F:21])([F:23])[C:17]1[CH:16]=[CH:15][C:14]([C:13]2[C:7]3[O:6][CH:5]([CH2:4][NH2:1])[CH2:9][C:8]=3[CH:10]=[CH:11][CH:12]=2)=[CH:19][CH:18]=1. (5) Given the reactants [Cl:1][C:2]1[CH:3]=[C:4]([N:8]2[C:12]([C:13]3[CH:18]=[C:17]([O:19][CH3:20])[CH:16]=[C:15]([F:21])[CH:14]=3)=[CH:11][C:10]([C:22]([O:24]CC)=[O:23])=[N:9]2)[CH:5]=[CH:6][CH:7]=1.ClC1C=C(N2C(C3C=C(F)C=C(Cl)C=3)=CC(C(O)=O)=N2)C=CC=1F, predict the reaction product. The product is: [Cl:1][C:2]1[CH:3]=[C:4]([N:8]2[C:12]([C:13]3[CH:18]=[C:17]([O:19][CH3:20])[CH:16]=[C:15]([F:21])[CH:14]=3)=[CH:11][C:10]([C:22]([OH:24])=[O:23])=[N:9]2)[CH:5]=[CH:6][CH:7]=1. (6) Given the reactants [N:1]1([S:5]([C:8]2[CH:13]=[CH:12][C:11](Cl)=[CH:10][N:9]=2)(=[O:7])=[O:6])[CH2:4][CH2:3][CH2:2]1.[CH3:15][O:16][CH2:17][C@H:18]([CH3:38])[O:19][C:20]1[CH:21]=[C:22]([OH:37])[CH:23]=[C:24]([C:26]2[NH:27][C:28]([C:31]3[O:32][C@@H:33]([CH3:36])[CH2:34][N:35]=3)=[CH:29][CH:30]=2)[CH:25]=1.C(=O)([O-])[O-].[Cs+].[Cs+].O, predict the reaction product. The product is: [N:1]1([S:5]([C:8]2[CH:13]=[CH:12][C:11]([O:37][C:22]3[CH:23]=[C:24]([C:26]4[NH:27][C:28]([C:31]5[O:32][C@@H:33]([CH3:36])[CH2:34][N:35]=5)=[CH:29][CH:30]=4)[CH:25]=[C:20]([O:19][C@@H:18]([CH3:38])[CH2:17][O:16][CH3:15])[CH:21]=3)=[CH:10][N:9]=2)(=[O:7])=[O:6])[CH2:4][CH2:3][CH2:2]1.